Dataset: NCI-60 drug combinations with 297,098 pairs across 59 cell lines. Task: Regression. Given two drug SMILES strings and cell line genomic features, predict the synergy score measuring deviation from expected non-interaction effect. (1) Drug 1: C(CN)CNCCSP(=O)(O)O. Drug 2: CCC1(C2=C(COC1=O)C(=O)N3CC4=CC5=C(C=CC(=C5CN(C)C)O)N=C4C3=C2)O.Cl. Cell line: OVCAR-8. Synergy scores: CSS=26.2, Synergy_ZIP=-1.80, Synergy_Bliss=-2.73, Synergy_Loewe=-52.5, Synergy_HSA=-4.24. (2) Drug 1: CN(C)C1=NC(=NC(=N1)N(C)C)N(C)C. Drug 2: CC1=C(C(=CC=C1)Cl)NC(=O)C2=CN=C(S2)NC3=CC(=NC(=N3)C)N4CCN(CC4)CCO. Cell line: K-562. Synergy scores: CSS=80.3, Synergy_ZIP=6.06, Synergy_Bliss=5.52, Synergy_Loewe=-9.72, Synergy_HSA=5.13. (3) Drug 1: COC1=CC(=CC(=C1O)OC)C2C3C(COC3=O)C(C4=CC5=C(C=C24)OCO5)OC6C(C(C7C(O6)COC(O7)C8=CC=CS8)O)O. Drug 2: C1CC(C1)(C(=O)O)C(=O)O.[NH2-].[NH2-].[Pt+2]. Cell line: NCI-H226. Synergy scores: CSS=27.9, Synergy_ZIP=-8.56, Synergy_Bliss=-0.710, Synergy_Loewe=1.63, Synergy_HSA=3.28. (4) Synergy scores: CSS=15.1, Synergy_ZIP=-11.8, Synergy_Bliss=-17.3, Synergy_Loewe=-61.2, Synergy_HSA=-18.1. Drug 2: CN1C2=C(C=C(C=C2)N(CCCl)CCCl)N=C1CCCC(=O)O.Cl. Drug 1: CC1CCC2CC(C(=CC=CC=CC(CC(C(=O)C(C(C(=CC(C(=O)CC(OC(=O)C3CCCCN3C(=O)C(=O)C1(O2)O)C(C)CC4CCC(C(C4)OC)OCCO)C)C)O)OC)C)C)C)OC. Cell line: NCIH23. (5) Drug 1: CC1C(C(CC(O1)OC2CC(CC3=C2C(=C4C(=C3O)C(=O)C5=C(C4=O)C(=CC=C5)OC)O)(C(=O)C)O)N)O.Cl. Drug 2: CC1=CC=C(C=C1)C2=CC(=NN2C3=CC=C(C=C3)S(=O)(=O)N)C(F)(F)F. Cell line: 786-0. Synergy scores: CSS=25.7, Synergy_ZIP=-7.50, Synergy_Bliss=-1.79, Synergy_Loewe=-1.33, Synergy_HSA=-1.23. (6) Drug 1: C(CC(=O)O)C(=O)CN.Cl. Drug 2: CC(C)CN1C=NC2=C1C3=CC=CC=C3N=C2N. Cell line: KM12. Synergy scores: CSS=-0.675, Synergy_ZIP=-1.98, Synergy_Bliss=-4.19, Synergy_Loewe=-6.43, Synergy_HSA=-8.88. (7) Drug 1: CC1C(C(CC(O1)OC2CC(CC3=C2C(=C4C(=C3O)C(=O)C5=C(C4=O)C(=CC=C5)OC)O)(C(=O)C)O)N)O.Cl. Drug 2: CCCCCOC(=O)NC1=NC(=O)N(C=C1F)C2C(C(C(O2)C)O)O. Cell line: EKVX. Synergy scores: CSS=11.8, Synergy_ZIP=2.94, Synergy_Bliss=3.76, Synergy_Loewe=-4.47, Synergy_HSA=0.522. (8) Drug 1: CC12CCC3C(C1CCC2=O)CC(=C)C4=CC(=O)C=CC34C. Drug 2: CC1CCC2CC(C(=CC=CC=CC(CC(C(=O)C(C(C(=CC(C(=O)CC(OC(=O)C3CCCCN3C(=O)C(=O)C1(O2)O)C(C)CC4CCC(C(C4)OC)O)C)C)O)OC)C)C)C)OC. Cell line: UACC-257. Synergy scores: CSS=40.5, Synergy_ZIP=3.55, Synergy_Bliss=4.72, Synergy_Loewe=3.33, Synergy_HSA=4.19.